Dataset: Forward reaction prediction with 1.9M reactions from USPTO patents (1976-2016). Task: Predict the product of the given reaction. (1) Given the reactants Br[C:2]1[CH:35]=[CH:34][C:5]2[B:6]([C:16]3[C:21]([C:22]([CH3:25])([CH3:24])[CH3:23])=[CH:20][C:19]([C:26]([CH3:29])([CH3:28])[CH3:27])=[CH:18][C:17]=3[C:30]([CH3:33])([CH3:32])[CH3:31])[C:7]3[CH:14]=[CH:13][C:12](Br)=[CH:11][C:8]=3[CH:9]=[CH:10][C:4]=2[CH:3]=1.C([Sn](CCCC)(CCCC)[C:41]1[S:42][CH:43]=[CH:44][CH:45]=1)CCC.[F-].[K+], predict the reaction product. The product is: [S:42]1[CH:43]=[CH:44][CH:45]=[C:41]1[C:12]1[CH:13]=[CH:14][C:7]2[B:6]([C:16]3[C:17]([C:30]([CH3:32])([CH3:31])[CH3:33])=[CH:18][C:19]([C:26]([CH3:29])([CH3:28])[CH3:27])=[CH:20][C:21]=3[C:22]([CH3:25])([CH3:23])[CH3:24])[C:5]3[CH:34]=[CH:35][C:2]([C:43]4[S:42][CH:41]=[CH:45][CH:44]=4)=[CH:3][C:4]=3[CH:10]=[CH:9][C:8]=2[CH:11]=1. (2) Given the reactants [Li+].[Cl-].[Mg].CC(C[AlH]CC(C)C)C.[Al](Cl)(CC(C)C)CC(C)C.Br[C:24]1[CH:42]=[CH:41][C:27]([O:28][CH2:29][CH2:30][CH2:31][N:32]([CH2:37][CH2:38][CH2:39][CH3:40])[CH2:33][CH2:34][CH2:35][CH3:36])=[CH:26][CH:25]=1.C([Cu])#N.[CH2:46]([C:50]1[O:51][C:52]2[CH:61]=[CH:60][C:59]([NH:62][S:63]([CH3:66])(=[O:65])=[O:64])=[CH:58][C:53]=2[C:54]=1[C:55](Cl)=[O:56])[CH2:47][CH2:48][CH3:49], predict the reaction product. The product is: [CH2:46]([C:50]1[O:51][C:52]2[CH:61]=[CH:60][C:59]([NH:62][S:63]([CH3:66])(=[O:64])=[O:65])=[CH:58][C:53]=2[C:54]=1[C:55](=[O:56])[C:24]1[CH:42]=[CH:41][C:27]([O:28][CH2:29][CH2:30][CH2:31][N:32]([CH2:37][CH2:38][CH2:39][CH3:40])[CH2:33][CH2:34][CH2:35][CH3:36])=[CH:26][CH:25]=1)[CH2:47][CH2:48][CH3:49]. (3) The product is: [Cl:1][C:2]1[N:3]=[C:4]([N:11]2[CH2:16][CH2:15][O:14][CH2:13][CH2:12]2)[C:5]2[CH:10]=[CH:9][N:8]([CH2:18][CH:19]([O:22][CH3:23])[O:20][CH3:21])[C:6]=2[N:7]=1. Given the reactants [Cl:1][C:2]1[N:3]=[C:4]([N:11]2[CH2:16][CH2:15][O:14][CH2:13][CH2:12]2)[C:5]2[CH:10]=[CH:9][NH:8][C:6]=2[N:7]=1.Br[CH2:18][CH:19]([O:22][CH3:23])[O:20][CH3:21].C([O-])([O-])=O.[Cs+].[Cs+].O, predict the reaction product. (4) Given the reactants [NH2:1][C:2]1[CH:3]=[C:4]([CH:13]=[CH:14][C:15]=1[Cl:16])[O:5][C:6]1[CH:7]=[CH:8][C:9]([NH2:12])=[N:10][CH:11]=1.N1C=CC=CC=1.[CH3:23][N:24]1[C:28]([C:29](Cl)=[O:30])=[CH:27][C:26]([CH3:32])=[N:25]1, predict the reaction product. The product is: [NH2:12][C:9]1[N:10]=[CH:11][C:6]([O:5][C:4]2[CH:13]=[CH:14][C:15]([Cl:16])=[C:2]([NH:1][C:29]([C:28]3[N:24]([CH3:23])[N:25]=[C:26]([CH3:32])[CH:27]=3)=[O:30])[CH:3]=2)=[CH:7][CH:8]=1. (5) Given the reactants Br[C:2]1[CH:3]=[N:4][C:5]([N:8]([CH3:10])[CH3:9])=[N:6][CH:7]=1.[CH3:11][N:12](C=O)C, predict the reaction product. The product is: [CH3:9][N:8]([CH3:10])[C:5]1[N:4]=[CH:3][C:2]([C:11]#[N:12])=[CH:7][N:6]=1.